From a dataset of Reaction yield outcomes from USPTO patents with 853,638 reactions. Predict the reaction yield, written as a fraction of the theoretical maximum amount of product (1.0 means a 100% yield; for example, 0.34 means a 34% yield). The reactants are Cl[C:2]1[N:7]=[CH:6][N:5]=[C:4]([N:8]2[CH2:13][CH2:12][CH:11]([C:14]3[O:18][N:17]=[C:16]([C:19]([F:22])([CH3:21])[CH3:20])[N:15]=3)[CH2:10][CH2:9]2)[C:3]=1[F:23].[NH2:24][C:25]1[CH:35]=[CH:34][C:28]([C:29]([N:31]([CH3:33])[CH3:32])=[O:30])=[CH:27][C:26]=1[F:36].C(=O)([O-])[O-]. The catalyst is O1CCOCC1.C([O-])(=O)C.[Pd+2].C([O-])(=O)C.C(P(C(C)(C)C)[C-]1C=CC=C1)(C)(C)C.[C-]1(P(C(C)(C)C)C(C)(C)C)C=CC=C1.[Fe+2]. The product is [F:36][C:26]1[CH:27]=[C:28]([CH:34]=[CH:35][C:25]=1[NH:24][C:2]1[C:3]([F:23])=[C:4]([N:8]2[CH2:13][CH2:12][CH:11]([C:14]3[O:18][N:17]=[C:16]([C:19]([F:22])([CH3:21])[CH3:20])[N:15]=3)[CH2:10][CH2:9]2)[N:5]=[CH:6][N:7]=1)[C:29]([N:31]([CH3:33])[CH3:32])=[O:30]. The yield is 0.502.